This data is from Catalyst prediction with 721,799 reactions and 888 catalyst types from USPTO. The task is: Predict which catalyst facilitates the given reaction. Reactant: Br[C:2]1[CH:7]=[CH:6][C:5]([C:8]2[N:13]=[C:12]([C:14]3[CH:19]=[CH:18][CH:17]=[CH:16][CH:15]=3)[N:11]=[C:10]([C:20]3[CH:25]=[CH:24][CH:23]=[CH:22][CH:21]=3)[N:9]=2)=[CH:4][CH:3]=1.[C:26]1([C:32]2[C:33]3[C:38]([C:39]([C:49]4[CH:54]=[CH:53][CH:52]=[CH:51][CH:50]=4)=[C:40]4[C:45]=2[CH:44]=[C:43](B(O)O)[CH:42]=[CH:41]4)=[CH:37][CH:36]=[CH:35][CH:34]=3)[CH:31]=[CH:30][CH:29]=[CH:28][CH:27]=1.C(=O)([O-])[O-].[Na+].[Na+]. Product: [C:26]1([C:32]2[C:33]3[C:38]([C:39]([C:49]4[CH:54]=[CH:53][CH:52]=[CH:51][CH:50]=4)=[C:40]4[C:45]=2[CH:44]=[C:43]([C:17]2[CH:16]=[CH:15][C:14]([C:12]5[N:13]=[C:8]([C:5]6[CH:6]=[CH:7][CH:2]=[CH:3][CH:4]=6)[N:9]=[C:10]([C:20]6[CH:25]=[CH:24][CH:23]=[CH:22][CH:21]=6)[N:11]=5)=[CH:19][CH:18]=2)[CH:42]=[CH:41]4)=[CH:37][CH:36]=[CH:35][CH:34]=3)[CH:31]=[CH:30][CH:29]=[CH:28][CH:27]=1. The catalyst class is: 104.